Dataset: Peptide-MHC class I binding affinity with 185,985 pairs from IEDB/IMGT. Task: Regression. Given a peptide amino acid sequence and an MHC pseudo amino acid sequence, predict their binding affinity value. This is MHC class I binding data. The peptide sequence is FMIDWILDA. The MHC is HLA-A24:03 with pseudo-sequence HLA-A24:03. The binding affinity (normalized) is 0.0847.